Dataset: Full USPTO retrosynthesis dataset with 1.9M reactions from patents (1976-2016). Task: Predict the reactants needed to synthesize the given product. (1) Given the product [Br:18][C:19]12[CH2:28][CH:23]3[CH2:24][CH:25]([CH2:27][C:21]([CH2:29][C:30]([NH:1][N:2]4[C:7](=[O:8])[C:6]5[S:9][CH:10]=[CH:11][C:5]=5[C:4]([C:12]5[CH:17]=[CH:16][CH:15]=[CH:14][CH:13]=5)=[N:3]4)=[O:31])([CH2:22]3)[CH2:20]1)[CH2:26]2, predict the reactants needed to synthesize it. The reactants are: [NH2:1][N:2]1[C:7](=[O:8])[C:6]2[S:9][CH:10]=[CH:11][C:5]=2[C:4]([C:12]2[CH:17]=[CH:16][CH:15]=[CH:14][CH:13]=2)=[N:3]1.[Br:18][C:19]12[CH2:28][CH:23]3[CH2:24][CH:25]([CH2:27][C:21]([CH2:29][C:30](O)=[O:31])([CH2:22]3)[CH2:20]1)[CH2:26]2. (2) Given the product [OH:3][C:4]1[CH:5]=[C:6]2[C:11](=[CH:12][CH:13]=1)[O:10][CH:9]([C:14]1[CH:19]=[CH:18][CH:17]=[CH:16][CH:15]=1)[CH2:8][C:7]2=[N:22][OH:1], predict the reactants needed to synthesize it. The reactants are: [OH-:1].[Na+].[OH:3][C:4]1[CH:5]=[C:6]2[C:11](=[CH:12][CH:13]=1)[O:10][CH:9]([C:14]1[CH:19]=[CH:18][CH:17]=[CH:16][CH:15]=1)[CH2:8][C:7]2=O.Cl.[NH2:22]O.Cl. (3) Given the product [CH3:19][C:15]1[S:14][C:13]2[C:11]([OH:12])=[N:2][C:1]([C:3]3[CH:8]=[CH:7][N:6]=[CH:5][CH:4]=3)=[N:18][C:17]=2[CH:16]=1, predict the reactants needed to synthesize it. The reactants are: [C:1]([C:3]1[CH:8]=[CH:7][N:6]=[CH:5][CH:4]=1)#[N:2].CO[C:11]([C:13]1[S:14][C:15]([CH3:19])=[CH:16][C:17]=1[NH2:18])=[O:12].C1(C)C=CC=CC=1. (4) The reactants are: BrC1C=C(C2C=CC=C(C3C=N[C:21]4[C:16](=[C:17]5C=CC=[CH:28][C:18]5=[C:19]5C=CC=[CH:24][C:20]5=4)N=3)C=2)C=CC=1.N1C2C(=C3C=CC=CC3=C3C=CC=CC3=2)N=C[C:33]=1C1C=C(C2C=CC=C(B3OC(C)(C)C(C)(C)O3)C=2)C=CC=1.CC1C=CC=CC=1P(C1C=CC=CC=1C)C1C=CC=CC=1C.C(=O)([O-])[O-].[K+].[K+]. Given the product [C:16]1([CH3:33])[CH:17]=[C:18]([CH3:28])[CH:19]=[C:20]([CH3:24])[CH:21]=1, predict the reactants needed to synthesize it. (5) Given the product [C:4]([O:16][C:15]([N:2]([CH:20]1[CH2:23][CH2:22][CH2:21]1)[C@@H:3]1[CH2:5][C@H:4]1[C:6]1[S:10][CH:9]=[C:8]([C:11]([O:13][CH3:14])=[O:12])[CH:7]=1)=[O:18])([CH3:6])([CH3:5])[CH3:3], predict the reactants needed to synthesize it. The reactants are: Cl.[NH2:2][C@@H:3]1[CH2:5][C@H:4]1[C:6]1[S:10][CH:9]=[C:8]([C:11]([O:13][CH3:14])=[O:12])[CH:7]=1.[C:15](=[O:18])([O-])[OH:16].[Na+].[C:20]1(=O)[CH2:23][CH2:22][CH2:21]1.[BH4-].[Na+]. (6) Given the product [NH:33]1[C:37]2[CH:38]=[CH:39][CH:40]=[CH:41][C:36]=2[N:35]=[C:34]1[CH2:42][N:43]([CH:48]1[C:57]2[N:56]=[CH:55][CH:54]=[CH:53][C:52]=2[CH2:51][CH2:50][CH2:49]1)[CH2:44][CH2:45][CH2:46][NH:47][C:7]([C:2]1[CH:3]=[CH:4][CH:5]=[CH:6][N:1]=1)=[O:9], predict the reactants needed to synthesize it. The reactants are: [N:1]1[CH:6]=[CH:5][CH:4]=[CH:3][C:2]=1[C:7]([OH:9])=O.C(N(CC)C(C)C)(C)C.C1C=CC2N(O)N=NC=2C=1.C(Cl)CCl.[NH:33]1[C:37]2[CH:38]=[CH:39][CH:40]=[CH:41][C:36]=2[N:35]=[C:34]1[CH2:42][N:43]([CH:48]1[C:57]2[N:56]=[CH:55][CH:54]=[CH:53][C:52]=2[CH2:51][CH2:50][CH2:49]1)[CH2:44][CH2:45][CH2:46][NH2:47].